Task: Predict the reactants needed to synthesize the given product.. Dataset: Full USPTO retrosynthesis dataset with 1.9M reactions from patents (1976-2016) (1) Given the product [C:1]([O:4][C:5]1[CH:13]=[CH:12][CH:11]=[CH:10][C:6]=1[C:7]([O:22][NH:21][C:19]([O:18][C:14]([CH3:17])([CH3:16])[CH3:15])=[O:20])=[O:8])(=[O:3])[CH3:2], predict the reactants needed to synthesize it. The reactants are: [C:1]([O:4][C:5]1[C:6](=[CH:10][CH:11]=[CH:12][CH:13]=1)[C:7](Cl)=[O:8])(=[O:3])[CH3:2].[C:14]([O:18][C:19]([NH:21][OH:22])=[O:20])([CH3:17])([CH3:16])[CH3:15]. (2) Given the product [NH2:24][C@H:18]1[C@@H:19]([O:22][CH3:23])[CH2:20][O:21][C@H:15]([C:14]2[N:13]([CH3:32])[N:12]=[CH:11][C:10]=2[NH:9][C:7]([C:5]2[N:6]=[C:2]([C:35]3[C:36]([F:41])=[CH:37][CH:38]=[C:39]([F:40])[C:34]=3[F:33])[S:3][CH:4]=2)=[O:8])[CH2:16][CH2:17]1, predict the reactants needed to synthesize it. The reactants are: Br[C:2]1[S:3][CH:4]=[C:5]([C:7]([NH:9][C:10]2[CH:11]=[N:12][N:13]([CH3:32])[C:14]=2[C@H:15]2[O:21][CH2:20][C@H:19]([O:22][CH3:23])[C@H:18]([NH:24]C(=O)OC(C)(C)C)[CH2:17][CH2:16]2)=[O:8])[N:6]=1.[F:33][C:34]1[C:39]([F:40])=[CH:38][CH:37]=[C:36]([F:41])[C:35]=1B(O)O. (3) Given the product [C:1]1([S:7]([N:10]2[C:18]3[C:13](=[CH:14][CH:15]=[CH:16][CH:17]=3)[C:12]([C:23]3[N:28]=[C:27]([NH2:29])[N:26]=[C:25]([NH:30][CH:31]4[CH2:33][CH2:32]4)[CH:24]=3)=[CH:11]2)(=[O:9])=[O:8])[CH:6]=[CH:5][CH:4]=[CH:3][CH:2]=1, predict the reactants needed to synthesize it. The reactants are: [C:1]1([S:7]([N:10]2[C:18]3[C:13](=[CH:14][CH:15]=[CH:16][CH:17]=3)[C:12](B(O)O)=[CH:11]2)(=[O:9])=[O:8])[CH:6]=[CH:5][CH:4]=[CH:3][CH:2]=1.Cl[C:23]1[N:28]=[C:27]([NH2:29])[N:26]=[C:25]([NH:30][CH:31]2[CH2:33][CH2:32]2)[CH:24]=1. (4) Given the product [CH2:1]([O:3][C:4](=[O:26])[CH:5]([C:9]1[C:10]([F:25])=[CH:11][C:12]([C:31]2[CH:30]=[N:29][C:28]([NH2:27])=[CH:33][CH:32]=2)=[CH:13][C:14]=1[F:15])[O:6][CH2:7][CH3:8])[CH3:2], predict the reactants needed to synthesize it. The reactants are: [CH2:1]([O:3][C:4](=[O:26])[CH:5]([C:9]1[C:14]([F:15])=[CH:13][C:12](B2OC(C)(C)C(C)(C)O2)=[CH:11][C:10]=1[F:25])[O:6][CH2:7][CH3:8])[CH3:2].[NH2:27][C:28]1[CH:33]=[CH:32][C:31](Br)=[CH:30][N:29]=1.[F-].[Cs+]. (5) Given the product [Cl:1][C:2]1[C:3]([CH3:24])=[C:4]([CH2:8][N:9]2[C:10]3[N:11]=[C:12]([N:18]4[CH2:19][CH2:20][O:21][CH2:22][CH2:23]4)[S:13][C:14]=3[C:15](=[O:16])[N:17]=[C:31]2[CH:26]2[CH2:27][CH2:28][CH2:29][CH2:30][O:25]2)[CH:5]=[CH:6][CH:7]=1, predict the reactants needed to synthesize it. The reactants are: [Cl:1][C:2]1[C:3]([CH3:24])=[C:4]([CH2:8][NH:9][C:10]2[N:11]=[C:12]([N:18]3[CH2:23][CH2:22][O:21][CH2:20][CH2:19]3)[S:13][C:14]=2[C:15]([NH2:17])=[O:16])[CH:5]=[CH:6][CH:7]=1.[O:25]1[CH2:30][CH2:29][CH2:28][CH2:27][CH:26]1[C:31](Cl)=O.